This data is from Catalyst prediction with 721,799 reactions and 888 catalyst types from USPTO. The task is: Predict which catalyst facilitates the given reaction. (1) Reactant: [CH3:1][N:2]1[CH:6]=[C:5]([C:7]2[CH:16]=[CH:15][C:10]([C:11]([O:13][CH3:14])=[O:12])=[CH:9][CH:8]=2)[N:4]=[C:3]1[C:17]1[CH:22]=[CH:21][CH:20]=[CH:19][N:18]=1.C1C(=O)N([I:30])C(=O)C1.C(O)(C(F)(F)F)=O. Product: [I:30][C:6]1[N:2]([CH3:1])[C:3]([C:17]2[CH:22]=[CH:21][CH:20]=[CH:19][N:18]=2)=[N:4][C:5]=1[C:7]1[CH:16]=[CH:15][C:10]([C:11]([O:13][CH3:14])=[O:12])=[CH:9][CH:8]=1. The catalyst class is: 2. (2) Reactant: [F:1][C:2]1[CH:7]=[CH:6][CH:5]=[CH:4][C:3]=1[C:8]1[NH:9][CH:10]=[C:11]2[C:15](=[O:16])[CH2:14][C:13]([CH3:18])([CH3:17])[C:12]=12.[H-].[Na+].[N:21]1[CH:26]=[CH:25][CH:24]=[C:23]([S:27](Cl)(=[O:29])=[O:28])[CH:22]=1.O. Product: [F:1][C:2]1[CH:7]=[CH:6][CH:5]=[CH:4][C:3]=1[C:8]1[N:9]([S:27]([C:23]2[CH:22]=[N:21][CH:26]=[CH:25][CH:24]=2)(=[O:29])=[O:28])[CH:10]=[C:11]2[C:15](=[O:16])[CH2:14][C:13]([CH3:18])([CH3:17])[C:12]=12. The catalyst class is: 9. (3) Reactant: [CH3:1][O:2][C:3]([NH:5][C@H:6]([C:56]1[CH:61]=[CH:60][CH:59]=[CH:58][CH:57]=1)[C:7]([N:9]1[CH2:13][C@@H:12]([CH3:14])[CH2:11][C@H:10]1[C:15]1[NH:16][C:17]([C:20]2[CH:33]=[C:32]3[O:34][CH2:35][C:29]4[C:30]5[C:31]3=[C:22]([CH2:23][O:24][C:25]=5[CH:26]=[C:27]([C:36]3[NH:40][C:39]([C@@H:41]5[CH2:45][C@H:44]([CH2:46][O:47][CH3:48])[CH2:43][N:42]5C(OC(C)(C)C)=O)=[N:38][CH:37]=3)[CH:28]=4)[CH:21]=2)=[CH:18][N:19]=1)=[O:8])=[O:4].Cl. Product: [CH3:48][O:47][CH2:46][C@@H:44]1[CH2:43][NH:42][C@H:41]([C:39]2[NH:40][C:36]([C:27]3[CH:26]=[C:25]4[O:24][CH2:23][C:22]5[C:31]6[C:30]4=[C:29]([CH2:35][O:34][C:32]=6[CH:33]=[C:20]([C:17]4[NH:16][C:15]([C@@H:10]6[CH2:11][C@H:12]([CH3:14])[CH2:13][N:9]6[C:7](=[O:8])[C@H:6]([NH:5][C:3](=[O:4])[O:2][CH3:1])[C:56]6[CH:57]=[CH:58][CH:59]=[CH:60][CH:61]=6)=[N:19][CH:18]=4)[CH:21]=5)[CH:28]=3)=[CH:37][N:38]=2)[CH2:45]1. The catalyst class is: 8. (4) Reactant: [S:1]1[C:9]2[CH:8]=[CH:7][N:6]=[CH:5][C:4]=2[CH:3]=[CH:2]1.C([Li])CCC.[CH2:15]([Sn:19]([CH2:25][CH2:26][CH2:27][CH3:28])([CH2:21][CH2:22][CH2:23][CH3:24])Cl)[CH2:16][CH2:17][CH3:18].C([O-])(O)=O.[Na+]. Product: [CH2:25]([Sn:19]([CH2:15][CH2:16][CH2:17][CH3:18])([CH2:21][CH2:22][CH2:23][CH3:24])[C:2]1[S:1][C:9]2[CH:8]=[CH:7][N:6]=[CH:5][C:4]=2[CH:3]=1)[CH2:26][CH2:27][CH3:28]. The catalyst class is: 1. (5) Reactant: [C:1]1([C:7]2[N:11]([CH:12]3[CH2:21][CH2:20][C:19]4[C:14](=[CH:15][CH:16]=[CH:17][CH:18]=4)[CH2:13]3)[CH:10]=[N:9][C:8]=2[C:22]([O:24]C)=[O:23])[CH:6]=[CH:5][CH:4]=[CH:3][CH:2]=1.[OH-].[Na+]. Product: [C:1]1([C:7]2[N:11]([CH:12]3[CH2:21][CH2:20][C:19]4[C:14](=[CH:15][CH:16]=[CH:17][CH:18]=4)[CH2:13]3)[CH:10]=[N:9][C:8]=2[C:22]([OH:24])=[O:23])[CH:2]=[CH:3][CH:4]=[CH:5][CH:6]=1. The catalyst class is: 36.